From a dataset of Reaction yield outcomes from USPTO patents with 853,638 reactions. Predict the reaction yield, written as a fraction of the theoretical maximum amount of product (1.0 means a 100% yield; for example, 0.34 means a 34% yield). (1) The reactants are FC(F)(F)C(O)=O.[Cl:8][C:9]1[CH:14]=[C:13]([Cl:15])[CH:12]=[CH:11][C:10]=1[C@H:16]([N:18]1[C:26]2[C:21](=[CH:22][CH:23]=[C:24]([C:27]3[CH2:28][CH2:29][N:30]([C:33]([C@H:35]4[CH2:39][CH2:38][CH2:37][N:36]4C(OC(C)(C)C)=O)=[O:34])[CH2:31][CH:32]=3)[CH:25]=2)[CH:20]=[N:19]1)[CH3:17]. The catalyst is ClCCl. The product is [Cl:8][C:9]1[CH:14]=[C:13]([Cl:15])[CH:12]=[CH:11][C:10]=1[C@H:16]([N:18]1[C:26]2[C:21](=[CH:22][CH:23]=[C:24]([C:27]3[CH2:28][CH2:29][N:30]([C:33]([C@H:35]4[CH2:39][CH2:38][CH2:37][NH:36]4)=[O:34])[CH2:31][CH:32]=3)[CH:25]=2)[CH:20]=[N:19]1)[CH3:17]. The yield is 0.380. (2) The reactants are [NH2:1][C:2]1[N:3]=[C:4]([CH3:21])[C:5]2[C:11](=S)[NH:10][C@@H:9]([C:13]3[CH:18]=[CH:17][C:16]([F:19])=[CH:15][C:14]=3[Br:20])[CH2:8][C:6]=2[N:7]=1.[CH3:22][C:23]1([CH3:32])[O:27][C@@H:26]([CH2:28][CH2:29][O:30][NH2:31])[CH2:25][O:24]1. The catalyst is [Hg](OC(C)=O)OC(C)=O.C1(C)C=CC=CC=1. The product is [CH3:22][C:23]1([CH3:32])[O:27][C@@H:26]([CH2:28][CH2:29][O:30]/[N:31]=[C:11]2\[NH:10][C@@H:9]([C:13]3[CH:18]=[CH:17][C:16]([F:19])=[CH:15][C:14]=3[Br:20])[CH2:8][C:6]3[N:7]=[C:2]([NH2:1])[N:3]=[C:4]([CH3:21])[C:5]\2=3)[CH2:25][O:24]1. The yield is 0.650. (3) The reactants are [NH2:1][C:2]1[CH:7]=[CH:6][C:5]([OH:8])=[CH:4][CH:3]=1.CC(C)([O-])C.[K+].Cl[C:16]1[CH:21]=[CH:20][N:19]=[C:18]([C:22](=[O:32])[NH:23][CH2:24][CH2:25][N:26]2[CH2:31][CH2:30][O:29][CH2:28][CH2:27]2)[CH:17]=1.C([O-])([O-])=O.[K+].[K+]. The catalyst is CN(C=O)C. The product is [N:26]1([CH2:25][CH2:24][NH:23][C:22]([C:18]2([O:8][C:5]3[CH:6]=[CH:7][C:2]([NH2:1])=[CH:3][CH:4]=3)[CH:17]=[CH:16][CH:21]=[CH:20][NH:19]2)=[O:32])[CH2:31][CH2:30][O:29][CH2:28][CH2:27]1. The yield is 0.650. (4) The reactants are [CH:1]([C:4]1[CH:9]=[CH:8][C:7]([CH:10]2[C:14]3[C:15]([CH3:29])=[C:16]([NH:21][C:22]([C:24]4[S:25][CH:26]=[CH:27][CH:28]=4)=O)[C:17]([CH3:20])=[C:18]([CH3:19])[C:13]=3[O:12][C:11]2([CH3:31])[CH3:30])=[CH:6][CH:5]=1)([CH3:3])[CH3:2]. The catalyst is CO. The product is [CH:1]([C:4]1[CH:5]=[CH:6][C:7]([CH:10]2[C:14]3[C:15]([CH3:29])=[C:16]([NH:21][CH2:22][C:24]4[S:25][CH:26]=[CH:27][CH:28]=4)[C:17]([CH3:20])=[C:18]([CH3:19])[C:13]=3[O:12][C:11]2([CH3:31])[CH3:30])=[CH:8][CH:9]=1)([CH3:3])[CH3:2]. The yield is 0.610. (5) The reactants are C[O:2][C:3]1[CH:11]=[CH:10][C:6]([C:7]([OH:9])=[O:8])=[CH:5][C:4]=1[C:12]([F:15])([F:14])[F:13].Cl.N1C=CC=CC=1.C(O)(=O)CC(CC(O)=O)(C(O)=O)O. No catalyst specified. The product is [OH:2][C:3]1[CH:11]=[CH:10][C:6]([C:7]([OH:9])=[O:8])=[CH:5][C:4]=1[C:12]([F:13])([F:14])[F:15]. The yield is 0.840. (6) The reactants are [CH2:1]([N:8]1[CH2:14][C:13]2[N:15]=[CH:16][C:17](Cl)=[N:18][C:12]=2[O:11][C@@H:10]([CH3:20])[CH2:9]1)[C:2]1[CH:7]=[CH:6][CH:5]=[CH:4][CH:3]=1.[NH:21]1[CH2:26][CH2:25][O:24][CH2:23][CH2:22]1.CC(C1C=C(C(C)C)C(C2C=CC=CC=2P(C2CCCCC2)C2CCCCC2)=C(C(C)C)C=1)C.CC(C)([O-])C.[Na+]. The catalyst is C1(C)C=CC=CC=1.C1C=CC(/C=C/C(/C=C/C2C=CC=CC=2)=O)=CC=1.C1C=CC(/C=C/C(/C=C/C2C=CC=CC=2)=O)=CC=1.C1C=CC(/C=C/C(/C=C/C2C=CC=CC=2)=O)=CC=1.[Pd].[Pd].O. The product is [CH2:1]([N:8]1[CH2:14][C:13]2[N:15]=[CH:16][C:17]([N:21]3[CH2:26][CH2:25][O:24][CH2:23][CH2:22]3)=[N:18][C:12]=2[O:11][C@@H:10]([CH3:20])[CH2:9]1)[C:2]1[CH:7]=[CH:6][CH:5]=[CH:4][CH:3]=1. The yield is 0.200. (7) The reactants are [Cl:1][C:2]1[C:7](=[O:8])[N:6]([C:9]2[CH:10]=[C:11]([CH:18]=[CH:19][C:20]=2[CH3:21])[C:12]([NH:14][CH2:15][CH2:16][OH:17])=[O:13])[C:5]([CH3:22])=[N:4][C:3]=1[O:23][CH2:24][C:25]1[CH:30]=[CH:29][C:28]([F:31])=[CH:27][C:26]=1[F:32].Cl.[NH2:34]CC(N)=O.CN1CCOCC1. No catalyst specified. The product is [Cl:1][C:2]1[C:7](=[O:8])[N:6]([C:9]2[CH:10]=[C:11]([CH:18]=[CH:19][C:20]=2[CH3:21])[C:12]([NH:14][CH2:15][C:16]([NH2:34])=[O:17])=[O:13])[C:5]([CH3:22])=[N:4][C:3]=1[O:23][CH2:24][C:25]1[CH:30]=[CH:29][C:28]([F:31])=[CH:27][C:26]=1[F:32]. The yield is 0.520. (8) The reactants are Cl.[Br:2][C:3]1[CH:4]=[C:5]([Cl:11])[C:6]([CH2:9][NH2:10])=[N:7][CH:8]=1.[C:12]1(=O)[O:17][C:15](=[O:16])[C:14]2=[CH:18][CH:19]=[CH:20][CH:21]=[C:13]12. The catalyst is C1(C)C=CC=CC=1. The product is [Br:2][C:3]1[CH:4]=[C:5]([Cl:11])[C:6]([CH2:9][N:10]2[C:15](=[O:16])[C:14]3[C:13](=[CH:21][CH:20]=[CH:19][CH:18]=3)[C:12]2=[O:17])=[N:7][CH:8]=1. The yield is 0.650. (9) The reactants are [OH:1][C:2]1[CH:12]=[CH:11][CH:10]=[C:4]2[C:5]([O:7][C:8](=[O:9])[C:3]=12)=O.[CH3:13][O:14][C:15]1[CH:22]=[C:21]([O:23][CH3:24])[CH:20]=[CH:19][C:16]=1[CH2:17][NH2:18].C(O)(=O)C. The catalyst is O. The product is [OH:1][C:2]1[CH:12]=[CH:11][CH:10]=[C:4]2[C:3]=1[C:8](=[O:9])[N:18]([CH2:17][C:16]1[CH:19]=[CH:20][C:21]([O:23][CH3:24])=[CH:22][C:15]=1[O:14][CH3:13])[C:5]2=[O:7]. The yield is 0.730.